This data is from Forward reaction prediction with 1.9M reactions from USPTO patents (1976-2016). The task is: Predict the product of the given reaction. (1) Given the reactants [Cl:1][C:2]1[CH:27]=[C:26]([N+:28]([O-])=O)[CH:25]=[CH:24][C:3]=1[C:4]([NH:6][C:7]1[CH:12]=[CH:11][CH:10]=[CH:9][C:8]=1/[CH:13]=[CH:14]/[C:15]1[C:23]2[C:18](=[CH:19][CH:20]=[CH:21][CH:22]=2)[NH:17][N:16]=1)=[O:5].[Sn](Cl)Cl.[OH-].[Na+], predict the reaction product. The product is: [NH2:28][C:26]1[CH:25]=[CH:24][C:3]([C:4]([NH:6][C:7]2[CH:12]=[CH:11][CH:10]=[CH:9][C:8]=2/[CH:13]=[CH:14]/[C:15]2[C:23]3[C:18](=[CH:19][CH:20]=[CH:21][CH:22]=3)[NH:17][N:16]=2)=[O:5])=[C:2]([Cl:1])[CH:27]=1. (2) Given the reactants [CH3:1][N:2]1[C:6]2=[CH:7][CH:8]=[C:9]3[C:14]([N:13]=[C:12](Cl)[N:11]=[C:10]3[N:16]3[CH2:21][CH2:20][O:19][CH2:18][CH2:17]3)=[C:5]2[CH:4]=[CH:3]1.[OH:22][C:23]1[CH:24]=[C:25](B(O)O)[CH:26]=[CH:27][CH:28]=1.C([O-])([O-])=O.[Na+].[Na+], predict the reaction product. The product is: [CH3:1][N:2]1[C:6]2=[CH:7][CH:8]=[C:9]3[C:14]([N:13]=[C:12]([C:27]4[CH:28]=[C:23]([OH:22])[CH:24]=[CH:25][CH:26]=4)[N:11]=[C:10]3[N:16]3[CH2:21][CH2:20][O:19][CH2:18][CH2:17]3)=[C:5]2[CH:4]=[CH:3]1.